Dataset: Catalyst prediction with 721,799 reactions and 888 catalyst types from USPTO. Task: Predict which catalyst facilitates the given reaction. (1) Reactant: [OH:1][C:2]1[C:3]([CH3:19])=[C:4]2[C:12](=[C:13]([CH3:16])[C:14]=1[CH3:15])[O:11][C:7]1([CH2:10][CH2:9][CH2:8]1)[CH:6]([CH3:17])[C:5]2=[O:18].ClC=C1C2(CCC2)OC2C(=C(C)C(O)=C(C)C=2C)C1=O.[BH4-].[Na+]. Product: [CH3:17][CH:6]1[C:7]2([CH2:10][CH2:9][CH2:8]2)[O:11][C:12]2[C:4](=[C:3]([CH3:19])[C:2]([OH:1])=[C:14]([CH3:15])[C:13]=2[CH3:16])[CH:5]1[OH:18]. The catalyst class is: 5. (2) Reactant: C(OC([N:8]1[CH2:13][CH2:12][CH:11]([NH:14][C:15]2[C:24]3[C:19](=[CH:20][C:21]([Cl:25])=[CH:22][CH:23]=3)[N:18]=[CH:17][CH:16]=2)[CH2:10][CH2:9]1)=O)(C)(C)C. Product: [ClH:25].[ClH:25].[Cl:25][C:21]1[CH:20]=[C:19]2[C:24]([C:15]([NH:14][CH:11]3[CH2:12][CH2:13][NH:8][CH2:9][CH2:10]3)=[CH:16][CH:17]=[N:18]2)=[CH:23][CH:22]=1. The catalyst class is: 393. (3) Reactant: [OH:1][C:2]([C:4]([F:7])([F:6])[F:5])=[O:3].[F:8][CH:9]([F:37])[CH2:10][NH:11][C:12]1[N:13]=[C:14]2[CH2:36][CH2:35][NH:34][CH2:33][C:15]2=[N:16][C:17]=1[N:18]1[CH2:23][CH2:22][CH:21]([O:24][C:25]2[CH:30]=[CH:29][C:28]([F:31])=[CH:27][C:26]=2[F:32])[CH2:20][CH2:19]1.CCN(C(C)C)C(C)C.[CH3:47][S:48](Cl)(=[O:50])=[O:49]. Product: [F:37][CH:9]([F:8])[CH2:10][NH:11][C:12]1[N:13]=[C:14]2[CH2:36][CH2:35][N:34]([S:48]([CH3:47])(=[O:50])=[O:49])[CH2:33][C:15]2=[N:16][C:17]=1[N:18]1[CH2:19][CH2:20][CH:21]([O:24][C:25]2[CH:30]=[CH:29][C:28]([F:31])=[CH:27][C:26]=2[F:32])[CH2:22][CH2:23]1.[C:2]([OH:3])([C:4]([F:7])([F:6])[F:5])=[O:1]. The catalyst class is: 59. (4) Reactant: [Cl:1][C:2]1[CH:3]=[C:4]([CH:31]=[CH:32][C:33]=1[Cl:34])[C:5]([NH:7][C:8]1[CH:30]=[CH:29][C:11]([O:12][C:13]2[CH:18]=[CH:17][C:16]([N:19]3[CH2:24][CH2:23][CH:22]([O:25]COC)[CH2:21][CH2:20]3)=[CH:15][CH:14]=2)=[CH:10][CH:9]=1)=[O:6].Cl.C(=O)([O-])[O-].[K+].[K+]. Product: [Cl:1][C:2]1[CH:3]=[C:4]([CH:31]=[CH:32][C:33]=1[Cl:34])[C:5]([NH:7][C:8]1[CH:30]=[CH:29][C:11]([O:12][C:13]2[CH:14]=[CH:15][C:16]([N:19]3[CH2:20][CH2:21][CH:22]([OH:25])[CH2:23][CH2:24]3)=[CH:17][CH:18]=2)=[CH:10][CH:9]=1)=[O:6]. The catalyst class is: 8. (5) Reactant: Cl[CH2:2][C:3]([NH:5][C:6]1[CH:27]=[CH:26][C:9]2[N:10]=[C:11]([NH:14][CH:15]3[C:23]4[C:18](=[CH:19][CH:20]=[CH:21][C:22]=4[O:24][CH3:25])[CH2:17][CH2:16]3)[O:12][CH2:13][C:8]=2[CH:7]=1)=[O:4].[NH:28]1[CH2:33][CH2:32][O:31][CH2:30][CH2:29]1. Product: [CH3:25][O:24][C:22]1[CH:21]=[CH:20][CH:19]=[C:18]2[C:23]=1[CH:15]([NH:14][C:11]1[O:12][CH2:13][C:8]3[CH:7]=[C:6]([NH:5][C:3](=[O:4])[CH2:2][N:28]4[CH2:33][CH2:32][O:31][CH2:30][CH2:29]4)[CH:27]=[CH:26][C:9]=3[N:10]=1)[CH2:16][CH2:17]2. The catalyst class is: 10. (6) Reactant: [NH2:1][C:2]1[N:7]=[C:6](Cl)[C:5]([C:9]#[N:10])=[C:4]([O:11][CH2:12][C:13]2[CH:18]=[CH:17][CH:16]=[CH:15][N:14]=2)[N:3]=1.[CH2:19]([OH:26])[C:20]1[CH:25]=[CH:24][CH:23]=[CH:22][CH:21]=1.C1CCN2C(=NCCC2)CC1. Product: [NH2:1][C:2]1[N:7]=[C:6]([O:26][CH2:19][C:20]2[CH:25]=[CH:24][CH:23]=[CH:22][CH:21]=2)[C:5]([C:9]#[N:10])=[C:4]([O:11][CH2:12][C:13]2[CH:18]=[CH:17][CH:16]=[CH:15][N:14]=2)[N:3]=1. The catalyst class is: 57.